Dataset: Full USPTO retrosynthesis dataset with 1.9M reactions from patents (1976-2016). Task: Predict the reactants needed to synthesize the given product. (1) The reactants are: [F:1][C:2]1[CH:3]=[C:4]([C:9]2[C:10]([CH2:19][OH:20])=[CH:11][CH:12]=[C:13]3[C:18]=2[N:17]=[CH:16][CH:15]=[CH:14]3)[CH:5]=[C:6]([F:8])[CH:7]=1.I(C1C=CC=CC=1C(O)=O)(=O)=O.CS(C)=O. Given the product [F:8][C:6]1[CH:5]=[C:4]([C:9]2[C:10]([CH:19]=[O:20])=[CH:11][CH:12]=[C:13]3[C:18]=2[N:17]=[CH:16][CH:15]=[CH:14]3)[CH:3]=[C:2]([F:1])[CH:7]=1, predict the reactants needed to synthesize it. (2) Given the product [C:1]([O:4][CH2:5][CH2:6][CH2:7][CH2:8][N:9]1[C:17]2[C:16]([NH:23][C:22]3[CH:24]=[CH:25][C:26]([O:27][C:28]4[CH:33]=[CH:32][CH:31]=[C:30]([C:34]([F:35])([F:36])[F:37])[CH:29]=4)=[C:20]([Cl:19])[CH:21]=3)=[N:15][CH:14]=[N:13][C:12]=2[CH:11]=[CH:10]1)(=[O:3])[CH3:2], predict the reactants needed to synthesize it. The reactants are: [C:1]([O:4][CH2:5][CH2:6][CH2:7][CH2:8][N:9]1[C:17]2[C:16](Cl)=[N:15][CH:14]=[N:13][C:12]=2[CH:11]=[CH:10]1)(=[O:3])[CH3:2].[Cl:19][C:20]1[CH:21]=[C:22]([CH:24]=[CH:25][C:26]=1[O:27][C:28]1[CH:33]=[CH:32][CH:31]=[C:30]([C:34]([F:37])([F:36])[F:35])[CH:29]=1)[NH2:23].C(=O)([O-])O.[Na+]. (3) Given the product [C:24]([O:23][C:21]([NH:20][C@@H:12]([CH2:13][C:14]1[CH:15]=[CH:16][CH:17]=[CH:18][CH:19]=1)[CH2:11][C@H:10]([OH:28])[C@@H:2]([NH:1][C:39]([O:41][CH2:42][C:43]1[S:47][CH:46]=[N:45][CH:44]=1)=[O:38])[CH2:3][C:4]1[CH:5]=[CH:6][CH:7]=[CH:8][CH:9]=1)=[O:22])([CH3:25])([CH3:27])[CH3:26], predict the reactants needed to synthesize it. The reactants are: [NH2:1][C@H:2]([C@@H:10]([OH:28])[CH2:11][C@@H:12]([NH:20][C:21]([O:23][C:24]([CH3:27])([CH3:26])[CH3:25])=[O:22])[CH2:13][C:14]1[CH:19]=[CH:18][CH:17]=[CH:16][CH:15]=1)[CH2:3][C:4]1[CH:9]=[CH:8][CH:7]=[CH:6][CH:5]=1.[N+](C1C=CC([O:38][C:39]([O:41][CH2:42][C:43]2[S:47][CH:46]=[N:45][CH:44]=2)=O)=CC=1)([O-])=O. (4) Given the product [Cl:8][C:6]1[CH:7]=[C:2]([N:13]2[CH:14]=[C:10]([Cl:9])[N:11]=[CH:12]2)[N:3]=[CH:4][N:5]=1, predict the reactants needed to synthesize it. The reactants are: Cl[C:2]1[CH:7]=[C:6]([Cl:8])[N:5]=[CH:4][N:3]=1.[Cl:9][C:10]1[N:11]=[CH:12][NH:13][CH:14]=1.C(=O)([O-])[O-].[Cs+].[Cs+].O. (5) Given the product [Br:1][C:2]1[O:6][C:5]([C:7]([N:11]([CH3:12])[CH3:10])=[O:9])=[CH:4][CH:3]=1, predict the reactants needed to synthesize it. The reactants are: [Br:1][C:2]1[O:6][C:5]([C:7]([OH:9])=O)=[CH:4][CH:3]=1.[CH3:10][NH:11][CH3:12].C1CN([P+](ON2N=NC3C=CC=CC2=3)(N2CCCC2)N2CCCC2)CC1.F[P-](F)(F)(F)(F)F. (6) Given the product [Cl:1][C:2]1[C:3]([F:41])=[C:4]([CH:38]=[CH:39][CH:40]=1)[CH2:5][NH:6][C:7]([C@@H:9]1[CH2:13][C@@H:12]([F:14])[CH2:11][N:10]1[C:15](=[O:37])[CH2:16][N:17]1[C:25]2[C:20](=[CH:21][C:22]([O:26][CH2:27][C:28]3[N:47]=[CH:32][CH:31]=[CH:30][N:29]=3)=[CH:23][CH:24]=2)[C:19]([C:34](=[O:36])[CH3:35])=[CH:18]1)=[O:8], predict the reactants needed to synthesize it. The reactants are: [Cl:1][C:2]1[C:3]([F:41])=[C:4]([CH:38]=[CH:39][CH:40]=1)[CH2:5][NH:6][C:7]([C@@H:9]1[CH2:13][C@@H:12]([F:14])[CH2:11][N:10]1[C:15](=[O:37])[CH2:16][N:17]1[C:25]2[C:20](=[CH:21][C:22]([O:26][CH2:27][C:28]3C=[CH:32][CH:31]=[CH:30][N:29]=3)=[CH:23][CH:24]=2)[C:19]([C:34](=[O:36])[CH3:35])=[CH:18]1)=[O:8].ClC1C(F)=C(C=CC=1)C[NH:47]C([C@@H]1C[C@@H](F)CN1C(=O)CN1C2C(=CC(O)=CC=2)C(C(=O)C)=C1)=O.C(=O)([O-])[O-].[Cs+].[Cs+].ClCC1N=CC=CN=1.